Predict which catalyst facilitates the given reaction. From a dataset of Catalyst prediction with 721,799 reactions and 888 catalyst types from USPTO. Reactant: [Cl:1][C:2]1[CH:3]=[CH:4][C:5]2[S:9][C:8]([S:10](Cl)(=[O:12])=[O:11])=[C:7]([CH3:14])[C:6]=2[CH:15]=1.[NH2:16][C:17]1[CH:18]=[C:19]([CH:24]=[CH:25][CH:26]=1)[C:20]([O:22][CH3:23])=[O:21]. Product: [Cl:1][C:2]1[CH:3]=[CH:4][C:5]2[S:9][C:8]([S:10]([NH:16][C:17]3[CH:18]=[C:19]([CH:24]=[CH:25][CH:26]=3)[C:20]([O:22][CH3:23])=[O:21])(=[O:12])=[O:11])=[C:7]([CH3:14])[C:6]=2[CH:15]=1. The catalyst class is: 169.